Task: Predict the reactants needed to synthesize the given product.. Dataset: Full USPTO retrosynthesis dataset with 1.9M reactions from patents (1976-2016) (1) Given the product [Cl:1][C:2]1[CH:3]=[C:4]2[C:10]([C:11]3[N:16]=[C:15]([NH:17][CH:18]4[CH2:19][N:20]([C:66]([NH2:65])=[O:67])[CH2:21]4)[C:14]([F:31])=[CH:13][N:12]=3)=[CH:9][NH:8][C:5]2=[N:6][CH:7]=1, predict the reactants needed to synthesize it. The reactants are: [Cl:1][C:2]1[CH:3]=[C:4]2[C:10]([C:11]3[N:16]=[C:15]([NH:17][CH:18]4[CH2:21][N:20](S(CC5CCCC5)(=O)=O)[CH2:19]4)[C:14]([F:31])=[CH:13][N:12]=3)=[CH:9][NH:8][C:5]2=[N:6][CH:7]=1.Cl.N1CC(NC2C(F)=CN=C(C3C4C(=NC=C(Cl)C=4)N(S(C4C=CC(C)=CC=4)(=O)=O)C=3)N=2)C1.[N:65]([Si](C)(C)C)=[C:66]=[O:67]. (2) The reactants are: [F:1][C:2]1([F:19])[CH2:6][CH2:5][N:4]([CH2:7][CH2:8][O:9][C:10]2[CH:11]=[C:12]([CH:16]=[CH:17][CH:18]=2)[C:13]([OH:15])=O)[CH2:3]1.C(Cl)C[Cl:22].C1C=CC2N(O)N=NC=2C=1.[CH3:34][C:35]1[C:43]2[C:38]([NH:39][CH:40]=[N:41][C:42]=2[N:44]2[CH2:49][CH2:48][CH:47]([NH2:50])[CH2:46][CH2:45]2)=[N:37][CH:36]=1.CCN(C(C)C)C(C)C. Given the product [ClH:22].[F:19][C:2]1([F:1])[CH2:6][CH2:5][N:4]([CH2:7][CH2:8][O:9][C:10]2[CH:11]=[C:12]([CH:16]=[CH:17][CH:18]=2)[C:13]([NH:50][CH:47]2[CH2:46][CH2:45][N:44]([C:42]3[N:41]=[CH:40][NH:39][C:38]4=[N:37][CH:36]=[C:35]([CH3:34])[C:43]=34)[CH2:49][CH2:48]2)=[O:15])[CH2:3]1, predict the reactants needed to synthesize it.